From a dataset of Catalyst prediction with 721,799 reactions and 888 catalyst types from USPTO. Predict which catalyst facilitates the given reaction. (1) Reactant: [NH2:1][C:2]1[C:3]2[N:4]([C:8]([CH:12]3[CH2:17][CH2:16][N:15]([C:18]([O:20][CH2:21][C:22]4[CH:27]=[CH:26][CH:25]=[CH:24][CH:23]=4)=[O:19])[CH2:14][CH2:13]3)=[N:9][C:10]=2I)[CH:5]=[CH:6][N:7]=1.C(OC([N:35]1[C:43]2[C:38](=[CH:39][CH:40]=[CH:41][CH:42]=2)[CH:37]=[C:36]1B(O)O)=O)(C)(C)C.COCCOC.C(=O)([O-])[O-].[Cs+].[Cs+]. Product: [NH2:1][C:2]1[C:3]2[N:4]([C:8]([CH:12]3[CH2:17][CH2:16][N:15]([C:18]([O:20][CH2:21][C:22]4[CH:27]=[CH:26][CH:25]=[CH:24][CH:23]=4)=[O:19])[CH2:14][CH2:13]3)=[N:9][C:10]=2[C:36]2[NH:35][C:43]3[C:38]([CH:37]=2)=[CH:39][CH:40]=[CH:41][CH:42]=3)[CH:5]=[CH:6][N:7]=1. The catalyst class is: 161. (2) Reactant: [CH2:1]([O:8][C:9]([NH:11][C@@H:12]([CH2:25][CH2:26][CH3:27])[C:13]([O:22][CH2:23][CH3:24])([O:19][CH2:20][CH3:21])[C:14]([O:16]CC)=[O:15])=[O:10])[C:2]1[CH:7]=[CH:6][CH:5]=[CH:4][CH:3]=1.[OH-].[Na+]. Product: [CH2:1]([O:8][C:9]([NH:11][C@@H:12]([CH2:25][CH2:26][CH3:27])[C:13]([O:19][CH2:20][CH3:21])([O:22][CH2:23][CH3:24])[C:14]([OH:16])=[O:15])=[O:10])[C:2]1[CH:3]=[CH:4][CH:5]=[CH:6][CH:7]=1. The catalyst class is: 8. (3) Reactant: [C:1]([C:3]1[CH:8]=[CH:7][C:6]([N:9]2[CH2:14][CH2:13][CH:12]([C:15]([OH:17])=O)[CH2:11][CH2:10]2)=[CH:5][CH:4]=1)#[N:2].Cl.Cl.[CH3:20][C@H:21]1[CH2:26][NH:25][CH2:24][C@H:23]([CH3:27])[NH:22]1.C1C=CC2N(O)N=NC=2C=1.CN1CCOCC1. Product: [C:1]([C:3]1[CH:4]=[CH:5][C:6]([N:9]2[CH2:10][CH2:11][CH:12]([C:15]([N:25]3[CH2:24][C@H:23]([CH3:27])[NH:22][C@@H:21]([CH3:20])[CH2:26]3)=[O:17])[CH2:13][CH2:14]2)=[CH:7][CH:8]=1)#[N:2]. The catalyst class is: 607. (4) Reactant: [F:1][C:2]1[CH:7]=[CH:6][C:5]([NH:8][C:9]([C:11]2[NH:12][C:13]3[C:18]([CH:19]=2)=[CH:17][C:16]([CH:20]2[CH2:25][CH2:24][NH:23][CH2:22][CH2:21]2)=[CH:15][CH:14]=3)=[O:10])=[CH:4][CH:3]=1.[C:26](Cl)(=[O:33])[C:27]1[CH:32]=[CH:31][CH:30]=[CH:29][CH:28]=1.C(N(CC)C(C)C)(C)C. Product: [F:1][C:2]1[CH:3]=[CH:4][C:5]([NH:8][C:9]([C:11]2[NH:12][C:13]3[C:18]([CH:19]=2)=[CH:17][C:16]([CH:20]2[CH2:25][CH2:24][N:23]([C:26](=[O:33])[C:27]4[CH:32]=[CH:31][CH:30]=[CH:29][CH:28]=4)[CH2:22][CH2:21]2)=[CH:15][CH:14]=3)=[O:10])=[CH:6][CH:7]=1. The catalyst class is: 4. (5) Reactant: [CH2:1]([C:8]1[CH:12]=[C:11]([NH2:13])[N:10]([C:14]2[CH:19]=[CH:18][CH:17]=[C:16]([F:20])[CH:15]=2)[N:9]=1)[C:2]1[CH:7]=[CH:6][CH:5]=[CH:4][CH:3]=1.C(=O)([O-])[O-].[K+].[K+].Cl[C:28]([O:30][C:31]1[CH:36]=[CH:35][CH:34]=[CH:33][CH:32]=1)=[O:29]. Product: [CH2:1]([C:8]1[CH:12]=[C:11]([NH:13][C:28](=[O:29])[O:30][C:31]2[CH:36]=[CH:35][CH:34]=[CH:33][CH:32]=2)[N:10]([C:14]2[CH:19]=[CH:18][CH:17]=[C:16]([F:20])[CH:15]=2)[N:9]=1)[C:2]1[CH:3]=[CH:4][CH:5]=[CH:6][CH:7]=1. The catalyst class is: 1. (6) Reactant: [C:1]([CH2:3][C:4]([O:6][CH2:7][CH3:8])=[O:5])#[N:2].[C:9]([NH:12][C:13]1[CH:20]=[CH:19][C:16]([CH:17]=O)=[CH:15][CH:14]=1)(=[O:11])[CH3:10].N1CCCCC1. Product: [C:9]([NH:12][C:13]1[CH:20]=[CH:19][C:16]([CH:17]=[C:3]([C:1]#[N:2])[C:4]([O:6][CH2:7][CH3:8])=[O:5])=[CH:15][CH:14]=1)(=[O:11])[CH3:10]. The catalyst class is: 8. (7) Reactant: [CH2:1]([N:3]1[CH:11]=[N:10][C:9]2[C:4]1=[N:5][C:6]([NH:22][C@H:23]1[CH2:28][CH2:27][C@H:26]([OH:29])[CH2:25][CH2:24]1)=[N:7][C:8]=2[NH:12][C:13]1[CH:18]=[CH:17][CH:16]=[C:15]([N+:19]([O-])=O)[CH:14]=1)[CH3:2].O.NN. Product: [NH2:19][C:15]1[CH:14]=[C:13]([NH:12][C:8]2[N:7]=[C:6]([NH:22][C@H:23]3[CH2:24][CH2:25][C@H:26]([OH:29])[CH2:27][CH2:28]3)[N:5]=[C:4]3[C:9]=2[N:10]=[CH:11][N:3]3[CH2:1][CH3:2])[CH:18]=[CH:17][CH:16]=1. The catalyst class is: 94. (8) Reactant: [NH:1]1[CH2:11][CH2:10][CH:4]([C:5]([O:7][CH2:8][CH3:9])=[O:6])[CH2:3][CH2:2]1.[Cl:12][C:13]1[C:14](Cl)=[N:15][CH:16]=[C:17]([CH:39]=1)[C:18]([NH:20][C:21]1[S:22][C:23]([CH2:32][N:33]2[CH2:38][CH2:37][CH2:36][CH2:35][CH2:34]2)=[C:24]([C:26]2[S:27][CH:28]=[C:29]([Cl:31])[CH:30]=2)[N:25]=1)=[O:19]. Product: [Cl:12][C:13]1[C:14]([N:1]2[CH2:2][CH2:3][CH:4]([C:5]([O:7][CH2:8][CH3:9])=[O:6])[CH2:10][CH2:11]2)=[N:15][CH:16]=[C:17]([C:18](=[O:19])[NH:20][C:21]2[S:22][C:23]([CH2:32][N:33]3[CH2:34][CH2:35][CH2:36][CH2:37][CH2:38]3)=[C:24]([C:26]3[S:27][CH:28]=[C:29]([Cl:31])[CH:30]=3)[N:25]=2)[CH:39]=1. The catalyst class is: 1. (9) Reactant: Cl[C:2]1[N:10]=[C:9]2[C:5]([N:6]=[C:7]([CH2:12][CH2:13][N:14]3[CH2:17][C:16]([CH3:19])([OH:18])[CH2:15]3)[N:8]2[CH3:11])=[C:4]([N:20]2[CH2:25][CH2:24][O:23][CH2:22][CH2:21]2)[N:3]=1.[CH2:26]([C:28]1[NH:29][C:30]2[CH:36]=[CH:35][CH:34]=[CH:33][C:31]=2[N:32]=1)[CH3:27].CC(C1C=C(C(C)C)C(C2C=CC=CC=2P(C2CCCCC2)C2CCCCC2)=C(C(C)C)C=1)C.C([O-])([O-])=O.[Cs+].[Cs+]. Product: [CH2:26]([C:28]1[N:29]([C:2]2[N:10]=[C:9]3[C:5]([N:6]=[C:7]([CH2:12][CH2:13][N:14]4[CH2:15][C:16]([CH3:19])([OH:18])[CH2:17]4)[N:8]3[CH3:11])=[C:4]([N:20]3[CH2:25][CH2:24][O:23][CH2:22][CH2:21]3)[N:3]=2)[C:30]2[CH:36]=[CH:35][CH:34]=[CH:33][C:31]=2[N:32]=1)[CH3:27]. The catalyst class is: 62. (10) Reactant: [N:1]1[CH:6]=[CH:5][C:4]([N:7]2[CH2:12][CH2:11][CH:10]([C:13]([O:15]CC)=[O:14])[CH2:9][CH2:8]2)=[CH:3][CH:2]=1.C([N-]C(C)C)(C)C.[Li+].[CH2:26]([O:33][CH2:34]Cl)[C:27]1[CH:32]=[CH:31][CH:30]=[CH:29][CH:28]=1.C(O)C. Product: [CH2:26]([O:33][CH2:34][C:10]1([C:13]([OH:15])=[O:14])[CH2:11][CH2:12][N:7]([C:4]2[CH:5]=[CH:6][N:1]=[CH:2][CH:3]=2)[CH2:8][CH2:9]1)[C:27]1[CH:32]=[CH:31][CH:30]=[CH:29][CH:28]=1. The catalyst class is: 464.